From a dataset of Catalyst prediction with 721,799 reactions and 888 catalyst types from USPTO. Predict which catalyst facilitates the given reaction. (1) Reactant: Br[CH2:2][C:3]([C:5]1[CH:10]=[CH:9][C:8]([OH:11])=[CH:7][CH:6]=1)=O.[NH2:12][C:13]1[CH:18]=[CH:17][C:16]([O:19][CH3:20])=[CH:15][N:14]=1.O.C(=O)([O-])O.[Na+]. Product: [OH:11][C:8]1[CH:9]=[CH:10][C:5]([C:3]2[N:12]=[C:13]3[CH:18]=[CH:17][C:16]([O:19][CH3:20])=[CH:15][N:14]3[CH:2]=2)=[CH:6][CH:7]=1. The catalyst class is: 382. (2) Reactant: [NH2:1][CH2:2][C:3]1[CH:8]=[CH:7][N:6]=[CH:5][CH:4]=1.[N+](C1C=CC([O:18][C:19](=O)[N:20]([C:31]2[CH:36]=[CH:35][C:34]([F:37])=[CH:33][CH:32]=2)[C:21]2[CH:26]=[CH:25][N:24]=[C:23]([NH:27][CH:28]([CH3:30])[CH3:29])[N:22]=2)=CC=1)([O-])=O. Product: [F:37][C:34]1[CH:33]=[CH:32][C:31]([N:20]([C:21]2[CH:26]=[CH:25][N:24]=[C:23]([NH:27][CH:28]([CH3:30])[CH3:29])[N:22]=2)[C:19]([NH:1][CH2:2][C:3]2[CH:8]=[CH:7][N:6]=[CH:5][CH:4]=2)=[O:18])=[CH:36][CH:35]=1. The catalyst class is: 2. (3) Reactant: Cl.[CH3:2][N:3]([CH3:32])[C:4]1([C:26]2[CH:31]=[CH:30][CH:29]=[CH:28][CH:27]=2)[CH2:9][CH2:8][CH:7]([NH:10][C:11]([NH:13][CH:14]([CH3:25])[CH2:15][C:16]2[C:24]3[C:19](=[CH:20][CH:21]=[CH:22][CH:23]=3)[NH:18][CH:17]=2)=[O:12])[CH2:6][CH2:5]1.NC(N)=O.C[Si](C)(C)[Cl:39]. Product: [ClH:39].[CH3:32][N:3]([CH3:2])[C:4]1([C:26]2[CH:31]=[CH:30][CH:29]=[CH:28][CH:27]=2)[CH2:5][CH2:6][CH:7]([NH:10][C:11]([NH:13][CH:14]([CH3:25])[CH2:15][C:16]2[C:24]3[C:19](=[CH:20][CH:21]=[CH:22][CH:23]=3)[NH:18][CH:17]=2)=[O:12])[CH2:8][CH2:9]1.[CH3:32][N:3]([CH3:2])[C:4]1([C:26]2[CH:31]=[CH:30][CH:29]=[CH:28][CH:27]=2)[CH2:5][CH2:6][CH:7]([NH:10][C:11]([NH:13][CH:14]([CH3:25])[CH2:15][C:16]2[C:24]3[C:19](=[CH:20][CH:21]=[CH:22][CH:23]=3)[NH:18][CH:17]=2)=[O:12])[CH2:8][CH2:9]1. The catalyst class is: 573. (4) Reactant: [H-].[Na+].C([O:7][C:8](=[O:35])[C:9]([S:12][C:13]1[S:14][CH:15]=[C:16]([CH:18]([OH:34])[CH2:19][O:20][C:21]2[CH:26]=[CH:25][C:24]([C:27]3[CH:32]=[CH:31][C:30]([F:33])=[CH:29][CH:28]=3)=[CH:23][CH:22]=2)[N:17]=1)([CH3:11])[CH3:10])(C)(C)C.[CH3:36]I.O. Product: [F:33][C:30]1[CH:29]=[CH:28][C:27]([C:24]2[CH:25]=[CH:26][C:21]([O:20][CH2:19][CH:18]([C:16]3[N:17]=[C:13]([S:12][C:9]([CH3:10])([CH3:11])[C:8]([OH:7])=[O:35])[S:14][CH:15]=3)[O:34][CH3:36])=[CH:22][CH:23]=2)=[CH:32][CH:31]=1. The catalyst class is: 3. (5) Reactant: C([O:3][C:4]([C:6]1([NH:15][C:16](=[O:29])[C:17]2[CH:22]=[CH:21][CH:20]=[C:19]([CH3:23])[C:18]=2[CH:24]=[CH:25][CH2:26][O:27][CH3:28])[CH2:14][C:13]2[C:8](=[CH:9][CH:10]=[CH:11][CH:12]=2)[CH2:7]1)=[O:5])C.[OH-].[K+].O. Product: [CH3:28][O:27][CH2:26][CH:25]=[CH:24][C:18]1[C:19]([CH3:23])=[CH:20][CH:21]=[CH:22][C:17]=1[C:16]([NH:15][C:6]1([C:4]([OH:5])=[O:3])[CH2:7][C:8]2[C:13](=[CH:12][CH:11]=[CH:10][CH:9]=2)[CH2:14]1)=[O:29]. The catalyst class is: 14. (6) Reactant: Br[C:2]1[CH:3]=[N:4][C:5]2[C:10]([CH:11]=1)=[CH:9][C:8]([S:12]([CH3:15])(=[O:14])=[O:13])=[CH:7][CH:6]=2.B1(C=C)O[C:19](C)(C)[C:18](C)(C)O1.C([O-])([O-])=O.[Na+].[Na+].C(Cl)Cl. Product: [CH3:15][S:12]([C:8]1[CH:9]=[C:10]2[C:5](=[CH:6][CH:7]=1)[N:4]=[CH:3][C:2]([CH:18]=[CH2:19])=[CH:11]2)(=[O:14])=[O:13]. The catalyst class is: 117.